From a dataset of CYP1A2 inhibition data for predicting drug metabolism from PubChem BioAssay. Regression/Classification. Given a drug SMILES string, predict its absorption, distribution, metabolism, or excretion properties. Task type varies by dataset: regression for continuous measurements (e.g., permeability, clearance, half-life) or binary classification for categorical outcomes (e.g., BBB penetration, CYP inhibition). Dataset: cyp1a2_veith. (1) The molecule is COc1ccc([C@@H](Nc2ncccn2)c2cc3c(cc2O)OCO3)cc1. The result is 0 (non-inhibitor). (2) The result is 0 (non-inhibitor). The drug is COc1ccc(Cc2nnc(NC(=O)Cn3cnc4c3c(=O)n(C)c(=O)n4C)s2)cc1OC. (3) The compound is Cc1ccc(S(=O)(=O)NC(=O)OC23COCN2COC3)cc1. The result is 0 (non-inhibitor). (4) The molecule is COc1ccc2[nH]cc(CCNc3ncnc4ccc(-c5c(C)noc5C)cc34)c2c1. The result is 1 (inhibitor). (5) The molecule is COc1ccccc1-n1c(O)c(C=NCCN2CCNCC2)c(=O)[nH]c1=O. The result is 0 (non-inhibitor). (6) The drug is COCC(=O)N1CCC2(CCCN(Cc3ccncc3)C2)CC1. The result is 0 (non-inhibitor).